This data is from Forward reaction prediction with 1.9M reactions from USPTO patents (1976-2016). The task is: Predict the product of the given reaction. (1) Given the reactants [NH2:1][C:2]1[CH:3]=[C:4]2[C:8](=[CH:9][CH:10]=1)[N:7]([C:11]1[CH:16]=[CH:15][C:14]([NH2:17])=[CH:13][CH:12]=1)[N:6]=[CH:5]2.[CH3:18][N:19]([CH3:29])[C:20]1[CH:28]=[CH:27][C:23]([C:24]([O-])=[O:25])=[CH:22][CH:21]=1, predict the reaction product. The product is: [CH3:18][N:19]([CH3:29])[C:20]1[CH:28]=[CH:27][C:23]([C:24]([NH:17][C:14]2[CH:15]=[CH:16][C:11]([N:7]3[C:8]4[C:4](=[CH:3][C:2]([NH:1][C:24](=[O:25])[C:23]5[CH:27]=[CH:28][C:20]([N:19]([CH3:29])[CH3:18])=[CH:21][CH:22]=5)=[CH:10][CH:9]=4)[CH:5]=[N:6]3)=[CH:12][CH:13]=2)=[O:25])=[CH:22][CH:21]=1. (2) Given the reactants [OH:1][C:2]1[CH:10]=[C:9]([NH:11][S:12]([C:15]2[CH:16]=[C:17]([C:21]3[CH:26]=[CH:25][CH:24]=[C:23]([C:27]([O:29][CH:30]([CH3:32])[CH3:31])=[O:28])[CH:22]=3)[CH:18]=[CH:19][CH:20]=2)(=[O:14])=[O:13])[CH:8]=[CH:7][C:3]=1[C:4]([OH:6])=[O:5].[C:33](N1C=CN=C1)(N1C=CN=C1)=O.CO.N1C=CC=CC=1, predict the reaction product. The product is: [OH:1][C:2]1[CH:10]=[C:9]([NH:11][S:12]([C:15]2[CH:16]=[C:17]([C:21]3[CH:26]=[CH:25][CH:24]=[C:23]([C:27]([O:29][CH:30]([CH3:32])[CH3:31])=[O:28])[CH:22]=3)[CH:18]=[CH:19][CH:20]=2)(=[O:14])=[O:13])[CH:8]=[CH:7][C:3]=1[C:4]([O:6][CH3:33])=[O:5].